This data is from Full USPTO retrosynthesis dataset with 1.9M reactions from patents (1976-2016). The task is: Predict the reactants needed to synthesize the given product. Given the product [C:9]([O:13][C:14]([NH:1][C:2]1[CH:3]=[CH:4][C:5]([Cl:8])=[N:6][CH:7]=1)=[O:15])([CH3:12])([CH3:11])[CH3:10], predict the reactants needed to synthesize it. The reactants are: [NH2:1][C:2]1[CH:3]=[CH:4][C:5]([Cl:8])=[N:6][CH:7]=1.[C:9]([O:13][C:14](O[C:14]([O:13][C:9]([CH3:12])([CH3:11])[CH3:10])=[O:15])=[O:15])([CH3:12])([CH3:11])[CH3:10].CCN(CC)CC.